Task: Regression. Given a peptide amino acid sequence and an MHC pseudo amino acid sequence, predict their binding affinity value. This is MHC class I binding data.. Dataset: Peptide-MHC class I binding affinity with 185,985 pairs from IEDB/IMGT The peptide sequence is VMCIQMKYV. The MHC is HLA-A03:01 with pseudo-sequence HLA-A03:01. The binding affinity (normalized) is 0.0847.